Task: Predict the reactants needed to synthesize the given product.. Dataset: Full USPTO retrosynthesis dataset with 1.9M reactions from patents (1976-2016) (1) Given the product [F:39][C:34]1[CH:33]=[C:32]([NH:31][C:29]([NH:28][C:26]2[CH:27]=[C:22]([C:14]3[C:15](=[O:21])[N:16]([CH2:19][CH3:20])[CH:17]4[CH:12]([CH:13]=3)[CH:11]=[N:10][C:9]([NH:8][CH3:7])=[CH:18]4)[C:23]([F:41])=[CH:24][C:25]=2[F:40])=[O:30])[CH:37]=[C:36]([F:38])[CH:35]=1, predict the reactants needed to synthesize it. The reactants are: COC1C=CC([CH2:7][N:8](C)[C:9]2[N:10]=[CH:11][CH:12]3[CH:17]([CH:18]=2)[N:16]([CH2:19][CH3:20])[C:15](=[O:21])[C:14]([C:22]2[C:23]([F:41])=[CH:24][C:25]([F:40])=[C:26]([NH:28][C:29]([NH:31][C:32]4[CH:37]=[C:36]([F:38])[CH:35]=[C:34]([F:39])[CH:33]=4)=[O:30])[CH:27]=2)=[CH:13]3)=CC=1.C1(OC)C=CC=CC=1.C(O)(C(F)(F)F)=O. (2) Given the product [C:15]([NH:14][CH2:13][CH2:12][CH2:11][N:8]1[CH2:7][CH2:6][N:5]([CH2:4][CH2:3][CH2:2][NH:1][C:15](=[O:32])[CH2:16][CH2:17][CH2:18][CH2:19][CH2:20][CH2:21][CH2:22][CH2:23][CH2:24][CH2:25][CH2:26][CH2:27][CH2:28][CH2:29][CH3:30])[CH2:10][CH2:9]1)(=[O:32])[CH2:16][CH2:17][CH2:18][CH2:19][CH2:20][CH2:21][CH2:52][CH2:53][CH2:54][CH2:55][CH2:56][CH2:51][CH2:39][CH2:37][CH3:38], predict the reactants needed to synthesize it. The reactants are: [NH2:1][CH2:2][CH2:3][CH2:4][N:5]1[CH2:10][CH2:9][N:8]([CH2:11][CH2:12][CH2:13][NH2:14])[CH2:7][CH2:6]1.[C:15]([OH:32])(=O)[CH2:16][CH2:17][CH2:18][CH2:19][CH2:20][CH2:21][CH2:22]/[CH:23]=[CH:24]\[CH2:25][CH2:26][CH2:27][CH2:28][CH2:29][CH3:30].C(N(CC)[CH:37]([CH3:39])[CH3:38])(C)C.[CH:51]1(N=C=N[CH:51]2[CH2:56][CH2:55][CH2:54][CH2:53][CH2:52]2)[CH2:56][CH2:55][CH2:54][CH2:53][CH2:52]1. (3) Given the product [CH:2]1([CH2:1][O:3][C:4]2[CH:5]=[CH:6][C:7]([C:10]3[C:15](=[O:16])[N:14]4[CH:17]=[CH:18][S:19][C:13]4=[N:12][C:11]=3[CH3:20])=[CH:8][CH:9]=2)[CH2:22][CH2:21]1, predict the reactants needed to synthesize it. The reactants are: [CH2:1]([O:3][C:4]1[CH:9]=[CH:8][C:7]([C:10]2[C:15](=[O:16])[N:14]3[CH:17]=[CH:18][S:19][C:13]3=[N:12][C:11]=2[CH3:20])=[CH:6][CH:5]=1)[CH3:2].[CH:21]1(CBr)C[CH2:22]1.C([O-])([O-])=O.[Cs+].[Cs+]. (4) Given the product [OH:8][NH:9][C:10]([C@H:12]1[CH2:19][C:16]2([CH2:17][CH2:18]2)[CH2:15][N:14]([C:20]([O:22][CH:23]2[CH2:28][CH2:27][O:26][CH2:25][CH2:24]2)=[O:21])[C@@H:13]1[C:29]([N:31]1[CH2:32][CH2:33][N:34]([C:37]2[CH:42]=[CH:41][CH:40]=[CH:39][CH:38]=2)[CH2:35][CH2:36]1)=[O:30])=[O:11], predict the reactants needed to synthesize it. The reactants are: C([O:8][NH:9][C:10]([C@H:12]1[CH2:19][C:16]2([CH2:18][CH2:17]2)[CH2:15][N:14]([C:20]([O:22][CH:23]2[CH2:28][CH2:27][O:26][CH2:25][CH2:24]2)=[O:21])[C@@H:13]1[C:29]([N:31]1[CH2:36][CH2:35][N:34]([C:37]2[CH:42]=[CH:41][CH:40]=[CH:39][CH:38]=2)[CH2:33][CH2:32]1)=[O:30])=[O:11])C1C=CC=CC=1. (5) Given the product [CH3:2][O:3][C:4]1[CH:5]=[C:6]2[C:11](=[C:12]([N:14]3[CH2:15][CH2:16][N:17]([CH3:20])[CH2:18][CH2:19]3)[CH:13]=1)[O:10][CH:9]([C:21]([NH:55][C:56]1[CH:57]=[CH:58][C:59]([N:62]3[CH2:66][CH2:65][O:64][C:63]3=[O:67])=[CH:60][CH:61]=1)=[O:22])[CH2:8][CH2:7]2, predict the reactants needed to synthesize it. The reactants are: Cl.[CH3:2][O:3][C:4]1[CH:5]=[C:6]2[C:11](=[C:12]([N:14]3[CH2:19][CH2:18][N:17]([CH3:20])[CH2:16][CH2:15]3)[CH:13]=1)[O:10][CH:9]([C:21](O)=[O:22])[CH2:8][CH2:7]2.C(N(CC)C(C)C)(C)C.CN(C(ON1N=NC2C=CC=CC1=2)=[N+](C)C)C.[B-](F)(F)(F)F.[NH2:55][C:56]1[CH:61]=[CH:60][C:59]([N:62]2[CH2:66][CH2:65][O:64][C:63]2=[O:67])=[CH:58][CH:57]=1. (6) Given the product [CH:1]1([CH2:7][C:8]2[N:12]([CH3:13])[C:11]([S:14]([NH2:17])(=[O:16])=[O:15])=[CH:10][C:9]=2[C:24]2[CH:23]=[C:22]([C:18]([CH3:20])([CH3:19])[CH3:21])[CH:27]=[C:26]([C:28]([CH3:31])([CH3:30])[CH3:29])[CH:25]=2)[CH2:2][CH2:3][CH2:4][CH2:5][CH2:6]1, predict the reactants needed to synthesize it. The reactants are: [CH:1]1([CH2:7][C:8]2[N:12]([CH3:13])[C:11]([S:14]([NH2:17])(=[O:16])=[O:15])=[CH:10][CH:9]=2)[CH2:6][CH2:5][CH2:4][CH2:3][CH2:2]1.[C:18]([C:22]1[CH:23]=[C:24](B2OC(C)(C)C(C)(C)O2)[CH:25]=[C:26]([C:28]([CH3:31])([CH3:30])[CH3:29])[CH:27]=1)([CH3:21])([CH3:20])[CH3:19].C([O-])([O-])=O.[Cs+].[Cs+]. (7) Given the product [CH2:3]([N:10]1[CH2:15][CH2:14][C:13]2([CH2:19][C:18]3[C:20]([CH3:27])=[C:21]([O:26][CH2:34][C:33]4[CH:36]=[CH:37][C:30]([O:29][CH3:28])=[CH:31][CH:32]=4)[C:22]([CH3:25])=[C:23]([CH3:24])[C:17]=3[O:16]2)[CH2:12][CH2:11]1)[C:4]1[CH:9]=[CH:8][CH:7]=[CH:6][CH:5]=1, predict the reactants needed to synthesize it. The reactants are: [H-].[Na+].[CH2:3]([N:10]1[CH2:15][CH2:14][C:13]2([CH2:19][C:18]3[C:20]([CH3:27])=[C:21]([OH:26])[C:22]([CH3:25])=[C:23]([CH3:24])[C:17]=3[O:16]2)[CH2:12][CH2:11]1)[C:4]1[CH:9]=[CH:8][CH:7]=[CH:6][CH:5]=1.[CH3:28][O:29][C:30]1[CH:37]=[CH:36][C:33]([CH2:34]Cl)=[CH:32][CH:31]=1.O. (8) Given the product [N:9](=[CH:2][C:3]([NH:19][C:16]1[CH:17]=[CH:18][C:13]([O:12][CH3:11])=[CH:14][CH:15]=1)=[O:5])[OH:10], predict the reactants needed to synthesize it. The reactants are: Cl[C:2](Cl)(Cl)[CH:3]([OH:5])O.Cl.[NH2:9][OH:10].[CH3:11][O:12][C:13]1[CH:18]=[CH:17][C:16]([NH2:19])=[CH:15][CH:14]=1.Cl.